From a dataset of Human liver microsome stability data. Regression/Classification. Given a drug SMILES string, predict its absorption, distribution, metabolism, or excretion properties. Task type varies by dataset: regression for continuous measurements (e.g., permeability, clearance, half-life) or binary classification for categorical outcomes (e.g., BBB penetration, CYP inhibition). Dataset: hlm. (1) The drug is CCOC(=O)C1=C(C)N/C(=C/c2cc(C)n(-c3ccccc3C(F)(F)F)c2C)C1=O. The result is 0 (unstable in human liver microsomes). (2) The compound is Cn1cnc2ccc(-c3ccccc3)c(CN)c21. The result is 0 (unstable in human liver microsomes). (3) The drug is C[C@H](O)[C@@H](CCc1cccc(-c2cnccn2)c1)n1cnc2c(N)ncnc21. The result is 0 (unstable in human liver microsomes). (4) The drug is CC(C)[C@H](NC(=O)c1ccc(-c2ccc(CSc3nc(O)c4c(n3)CCC4)cc2)o1)C(=O)NCCCO. The result is 0 (unstable in human liver microsomes). (5) The molecule is CCc1cc(NC(=O)c2nn(C3CCN(C(=O)NC(C)(C)C)CC3)c3ccccc23)ccc1-c1nnc(O)c(C)c1C. The result is 1 (stable in human liver microsomes). (6) The compound is COC[C@@H]1C[C@@H](C(=O)NCC2CCOCC2)CN(Cc2nc(-c3ccccc3)oc2C)C1. The result is 1 (stable in human liver microsomes). (7) The compound is COc1cccc(CN(C(=O)c2c[nH]c3nc(-c4cn[nH]c4)ccc23)C2CC2)c1. The result is 1 (stable in human liver microsomes). (8) The compound is COC(=O)N1CCCOc2cc3cc(ccc3cc2OC)[C@]2(OC)C[C@@H](C(=O)N[C@]3(C(=O)NS(=O)(=O)C4CC4)C[C@H]3C3CC3)N(C2)C(=O)[C@H](C(C)(C)C)NC(=O)OCC1. The result is 0 (unstable in human liver microsomes). (9) The compound is COc1cc(CN2C(=O)C(C3=NS(=O)(=O)c4cc(NS(C)(=O)=O)ccc4N3)=C(O)[C@@H]3C4CCC(CC4)[C@@H]32)ccc1F. The result is 0 (unstable in human liver microsomes).